Dataset: Catalyst prediction with 721,799 reactions and 888 catalyst types from USPTO. Task: Predict which catalyst facilitates the given reaction. Reactant: I[CH3:2].[CH:3]1([C:6]([N:8]2[CH2:12][CH2:11][C@H:10]([NH:13][C:14](=[O:20])[O:15][C:16]([CH3:19])([CH3:18])[CH3:17])[CH2:9]2)=[O:7])[CH2:5][CH2:4]1.[H-].[Na+]. Product: [CH:3]1([C:6]([N:8]2[CH2:12][CH2:11][C@H:10]([N:13]([CH3:2])[C:14](=[O:20])[O:15][C:16]([CH3:17])([CH3:19])[CH3:18])[CH2:9]2)=[O:7])[CH2:4][CH2:5]1. The catalyst class is: 3.